From a dataset of Reaction yield outcomes from USPTO patents with 853,638 reactions. Predict the reaction yield, written as a fraction of the theoretical maximum amount of product (1.0 means a 100% yield; for example, 0.34 means a 34% yield). (1) The reactants are [CH3:1][C:2]1[CH:7]=[CH:6][N:5]2[CH:8]=[CH:9][N:10]=[C:4]2[CH:3]=1.C([O-])(=O)C.[Na+].[Br:16]Br.C(=O)([O-])O.[Na+]. The catalyst is CO. The product is [Br:16][C:8]1[N:5]2[CH:6]=[CH:7][C:2]([CH3:1])=[CH:3][C:4]2=[N:10][CH:9]=1. The yield is 1.00. (2) The reactants are [N:1]1[CH:6]=[CH:5][CH:4]=[CH:3][C:2]=1[C:7]1[CH:8]=[C:9]([CH:12]=[CH:13][CH:14]=1)[CH:10]=O.[N+:15]([CH3:18])([O-:17])=[O:16].C([O-])(=O)C.[NH4+].[BH4-].[Na+]. The catalyst is O.C(O)(=O)C. The product is [N+:15]([CH2:18][CH2:10][C:9]1[CH:8]=[C:7]([C:2]2[CH:3]=[CH:4][CH:5]=[CH:6][N:1]=2)[CH:14]=[CH:13][CH:12]=1)([O-:17])=[O:16]. The yield is 0.710. (3) The reactants are [C:1]1([S:7](Cl)(=[O:9])=[O:8])[CH:6]=[CH:5][CH:4]=[CH:3][CH:2]=1.[NH2:11][CH2:12][CH2:13][CH2:14][CH2:15][CH2:16][C:17]([OH:19])=[O:18]. The catalyst is [OH-].[Na+].O1CCOCC1. The product is [C:1]1([S:7]([NH:11][CH2:12][CH2:13][CH2:14][CH2:15][CH2:16][C:17]([OH:19])=[O:18])(=[O:9])=[O:8])[CH:6]=[CH:5][CH:4]=[CH:3][CH:2]=1. The yield is 0.550. (4) The product is [Br:18][C:15]1[CH:16]=[CH:17][C:12]([NH:11][C:5]2[NH:6][C:7](=[O:32])[CH:8]=[CH:9][C:4]=2[C:3]([OH:2])=[O:20])=[C:13]([F:19])[CH:14]=1. The reactants are C[O:2][C:3](=[O:20])[C:4]1[CH:9]=[CH:8][C:7](Cl)=[N:6][C:5]=1[NH:11][C:12]1[CH:17]=[CH:16][C:15]([Br:18])=[CH:14][C:13]=1[F:19].BrC1C=CC(NC2N=C(Cl)C=CC=2C(O)=[O:32])=C(F)C=1.C[Si](C=[N+]=[N-])(C)C. The yield is 0.930. The catalyst is CO.C1C=CC=CC=1. (5) The reactants are C(OC([N:8]1[C:12]2[CH:13]=[CH:14][CH:15]=[CH:16][C:11]=2[N:10]=[C:9]1[CH2:17][N:18]([CH2:29][CH2:30][NH:31]C(OC(C)(C)C)=O)[CH:19]1[C:28]2[N:27]=[CH:26][CH:25]=[CH:24][C:23]=2[CH2:22][CH2:21][CH2:20]1)=O)(C)(C)C.FC(F)(F)C(O)=O.[OH-].[Na+]. The catalyst is ClCCl. The product is [NH:8]1[C:12]2[CH:13]=[CH:14][CH:15]=[CH:16][C:11]=2[N:10]=[C:9]1[CH2:17][N:18]([CH:19]1[C:28]2[N:27]=[CH:26][CH:25]=[CH:24][C:23]=2[CH2:22][CH2:21][CH2:20]1)[CH2:29][CH2:30][NH2:31]. The yield is 0.970. (6) The reactants are [OH:1][CH:2]([CH:4]1[C:13]2([CH2:18][CH2:17][N:16]([C:19]([O:21][C:22]([CH3:25])([CH3:24])[CH3:23])=[O:20])[CH2:15][CH2:14]2)[O:12][C:11]2[C:6](=[CH:7][CH:8]=[CH:9][CH:10]=2)[C:5]1=[O:26])[CH3:3].CC(OI1(OC(C)=O)(OC(C)=O)OC(=O)C2C=CC=CC1=2)=O. The catalyst is ClCCl. The product is [C:2]([CH:4]1[C:13]2([CH2:14][CH2:15][N:16]([C:19]([O:21][C:22]([CH3:25])([CH3:24])[CH3:23])=[O:20])[CH2:17][CH2:18]2)[O:12][C:11]2[C:6](=[CH:7][CH:8]=[CH:9][CH:10]=2)[C:5]1=[O:26])(=[O:1])[CH3:3]. The yield is 0.730. (7) The reactants are [NH:1]1[C:9]2[C:4](=[CH:5][CH:6]=[CH:7][CH:8]=2)[CH2:3][C:2]1=[O:10].[I:11]N1C(=O)CCC1=O.O. The catalyst is C(O)(=O)C. The product is [I:11][C:6]1[CH:5]=[C:4]2[C:9](=[CH:8][CH:7]=1)[NH:1][C:2](=[O:10])[CH2:3]2. The yield is 0.700. (8) The reactants are [CH:1](=[N:8][N:9]([C:18]1[CH:27]=[CH:26][CH:25]=[CH:24][C:19]=1[C:20](OC)=[O:21])[C:10](=[O:17])[CH2:11][C:12]([O:14][CH2:15][CH3:16])=[O:13])[C:2]1[CH:7]=[CH:6][CH:5]=[CH:4][CH:3]=1.[O-]CC.[Na+].O.Cl. The catalyst is C(O)C. The product is [OH:21][C:20]1[C:19]2[C:18](=[CH:27][CH:26]=[CH:25][CH:24]=2)[N:9]([N:8]=[CH:1][C:2]2[CH:3]=[CH:4][CH:5]=[CH:6][CH:7]=2)[C:10](=[O:17])[C:11]=1[C:12]([O:14][CH2:15][CH3:16])=[O:13]. The yield is 0.960.